This data is from Forward reaction prediction with 1.9M reactions from USPTO patents (1976-2016). The task is: Predict the product of the given reaction. The product is: [N:1]([CH2:4][C@@H:5]1[C@H:9]([OH:10])[CH2:8][CH2:7][N:6]1[C:22]([O:24][C:25]([CH3:28])([CH3:27])[CH3:26])=[O:23])=[N+:2]=[N-:3]. Given the reactants [N:1]([CH2:4][C@@H:5]1[C@@H:9]([O:10]C(C2C=CC([N+]([O-])=O)=CC=2)=O)[CH2:8][CH2:7][N:6]1[C:22]([O:24][C:25]([CH3:28])([CH3:27])[CH3:26])=[O:23])=[N+:2]=[N-:3].C(=O)([O-])[O-].[K+].[K+].O, predict the reaction product.